From a dataset of Forward reaction prediction with 1.9M reactions from USPTO patents (1976-2016). Predict the product of the given reaction. Given the reactants Cl.[NH2:2][CH2:3][C:4]([N:6]1[CH2:11][CH2:10][CH:9]([N:12]2[C:17](=[O:18])[C:16]([CH3:20])([CH3:19])[CH2:15][C:14]([C:21]3[C:26]4[CH2:27][C:28]([CH3:31])([CH3:30])[O:29][C:25]=4[C:24]([O:32][CH3:33])=[CH:23][CH:22]=3)=[N:13]2)[CH2:8][CH2:7]1)=[O:5].CCN(C(C)C)C(C)C.[CH:43]1([CH2:46][O:47][C:48]2[CH:56]=[CH:55][C:51]3[O:52][CH2:53][O:54][C:50]=3[C:49]=2[C:57]2[C:58]3[NH:65][CH:64]=[C:63]([C:66](O)=[O:67])[C:59]=3[N:60]=[CH:61][N:62]=2)[CH2:45][CH2:44]1.CN(C(ON1N=NC2C=CC=CC1=2)=[N+](C)C)C.F[P-](F)(F)(F)(F)F.C(=O)(O)[O-].[Na+], predict the reaction product. The product is: [CH:43]1([CH2:46][O:47][C:48]2[CH:56]=[CH:55][C:51]3[O:52][CH2:53][O:54][C:50]=3[C:49]=2[C:57]2[C:58]3[NH:65][CH:64]=[C:63]([C:66]([NH:2][CH2:3][C:4]([N:6]4[CH2:11][CH2:10][CH:9]([N:12]5[C:17](=[O:18])[C:16]([CH3:20])([CH3:19])[CH2:15][C:14]([C:21]6[C:26]7[CH2:27][C:28]([CH3:31])([CH3:30])[O:29][C:25]=7[C:24]([O:32][CH3:33])=[CH:23][CH:22]=6)=[N:13]5)[CH2:8][CH2:7]4)=[O:5])=[O:67])[C:59]=3[N:60]=[CH:61][N:62]=2)[CH2:44][CH2:45]1.